This data is from Retrosynthesis with 50K atom-mapped reactions and 10 reaction types from USPTO. The task is: Predict the reactants needed to synthesize the given product. (1) Given the product CC(CS(C)(=O)=O)=NN, predict the reactants needed to synthesize it. The reactants are: CC(=O)CS(C)(=O)=O.NN. (2) Given the product CC(C)(C)NS(=O)(=O)c1ccc(-c2cc(-c3nc(-c4ccc(C(F)(F)F)cc4)cc(C(F)(F)F)n3)ccn2)s1, predict the reactants needed to synthesize it. The reactants are: CC(C)(C)NS(=O)(=O)c1ccc(B2OC(C)(C)C(C)(C)O2)s1.FC(F)(F)c1ccc(-c2cc(C(F)(F)F)nc(-c3ccnc(Cl)c3)n2)cc1. (3) The reactants are: Cc1nc(C(=O)N2CCN(C)CC2)nn1-c1ccc([N+](=O)[O-])cc1. Given the product Cc1nc(C(=O)N2CCN(C)CC2)nn1-c1ccc(N)cc1, predict the reactants needed to synthesize it.